This data is from Serine/threonine kinase 33 screen with 319,792 compounds. The task is: Binary Classification. Given a drug SMILES string, predict its activity (active/inactive) in a high-throughput screening assay against a specified biological target. (1) The drug is Clc1ccc(c2c(n(nc2C)c2sc3c(n2)cccc3)N)cc1. The result is 0 (inactive). (2) The compound is O1c2n[nH]c(C(C)(C)C)c2C(c2c(OC(=O)N3CCOCC3)cccc2)C(=C1N)C#N. The result is 0 (inactive).